From a dataset of Forward reaction prediction with 1.9M reactions from USPTO patents (1976-2016). Predict the product of the given reaction. (1) The product is: [C:4](=[O:5])([OH:7])[O-:6].[C:1](=[O:5])([O-:3])[O-:2].[C:1](=[O:3])=[O:2]. Given the reactants [C:1](=[O:3])=[O:2].[C:4](=[O:7])([OH:6])[O-:5], predict the reaction product. (2) Given the reactants [NH2:1][C:2]1[CH:7]=[CH:6][CH:5]=[CH:4][C:3]=1[SH:8].[Cl:9][C:10]1[CH:19]=[C:18]([CH2:20]Cl)[C:13]2[O:14][CH2:15][O:16][CH2:17][C:12]=2[CH:11]=1.C(=O)([O-])[O-].[K+].[K+], predict the reaction product. The product is: [ClH:9].[Cl:9][C:10]1[CH:19]=[C:18]([CH2:20][S:8][C:3]2[CH:4]=[CH:5][CH:6]=[CH:7][C:2]=2[NH2:1])[C:13]2[O:14][CH2:15][O:16][CH2:17][C:12]=2[CH:11]=1. (3) Given the reactants [CH2:1]([N:3]1[C:12]2[C:7](=[CH:8][C:9]([N:13]([CH2:24][C:25]3[CH:30]=[CH:29][C:28]([O:31][CH3:32])=[CH:27][CH:26]=3)[S:14]([CH2:17][CH2:18][C:19]([O:21]CC)=[O:20])(=[O:16])=[O:15])=[CH:10][CH:11]=2)[C:6](=[O:33])[N:5]([CH2:34][CH3:35])[C:4]1=[O:36])[CH3:2].C1COCC1.C(O)C.[OH-].[Li+], predict the reaction product. The product is: [CH2:1]([N:3]1[C:12]2[C:7](=[CH:8][C:9]([N:13]([CH2:24][C:25]3[CH:26]=[CH:27][C:28]([O:31][CH3:32])=[CH:29][CH:30]=3)[S:14]([CH2:17][CH2:18][C:19]([OH:21])=[O:20])(=[O:15])=[O:16])=[CH:10][CH:11]=2)[C:6](=[O:33])[N:5]([CH2:34][CH3:35])[C:4]1=[O:36])[CH3:2]. (4) The product is: [CH:1]([S:4][CH:5]([C:7]1[CH:12]=[CH:11][CH:10]=[CH:9][C:8]=1[NH2:13])[CH3:6])([CH3:2])[CH3:3]. Given the reactants [CH:1]([S:4][CH:5]([C:7]1[CH:12]=[CH:11][CH:10]=[CH:9][C:8]=1[N+:13]([O-])=O)[CH3:6])([CH3:3])[CH3:2].[H][H], predict the reaction product. (5) The product is: [CH3:27][O:28][C:29]1[CH:34]=[CH:33][C:32]([NH:35][C:36]([NH:38][C:2]([NH:1][CH2:4][C:5]2[CH:10]=[CH:9][CH:8]=[C:7]([C:11]3[N:15]=[CH:14][N:13]([C:16]4[CH:21]=[CH:20][C:19]([O:22][C:23]([F:25])([F:24])[F:26])=[CH:18][CH:17]=4)[N:12]=3)[CH:6]=2)=[O:3])=[S:37])=[C:31]([CH3:39])[CH:30]=1. Given the reactants [N:1]([CH2:4][C:5]1[CH:6]=[C:7]([C:11]2[N:15]=[CH:14][N:13]([C:16]3[CH:21]=[CH:20][C:19]([O:22][C:23]([F:26])([F:25])[F:24])=[CH:18][CH:17]=3)[N:12]=2)[CH:8]=[CH:9][CH:10]=1)=[C:2]=[O:3].[CH3:27][O:28][C:29]1[CH:34]=[CH:33][C:32]([NH:35][C:36]([NH2:38])=[S:37])=[C:31]([CH3:39])[CH:30]=1, predict the reaction product.